From a dataset of Catalyst prediction with 721,799 reactions and 888 catalyst types from USPTO. Predict which catalyst facilitates the given reaction. (1) Reactant: [Br:1][C:2]1[CH:3]=[CH:4][C:5]([N:8]2[CH2:12][CH2:11][C@H:10](OS(C)(=O)=O)[CH2:9]2)=[N:6][CH:7]=1.Cl.[F:19][C@@H:20]1[CH2:24][CH2:23][NH:22][CH2:21]1.C([O-])([O-])=O.[Cs+].[Cs+]. Product: [Br:1][C:2]1[CH:3]=[CH:4][C:5]([N:8]2[CH2:12][CH2:11][C@@H:10]([N:22]3[CH2:23][CH2:24][C@@H:20]([F:19])[CH2:21]3)[CH2:9]2)=[N:6][CH:7]=1. The catalyst class is: 174. (2) Reactant: [CH2:1]1[O:9][C:8]2[CH:7]=[CH:6][C:5]([CH:10](O)[CH3:11])=[CH:4][C:3]=2[O:2]1.[C:13]([O:16]C(=O)C)(=[O:15])[CH3:14]. Product: [C:13]([O:16][CH2:11][CH2:10][C:5]1[CH:6]=[CH:7][C:8]2[O:9][CH2:1][O:2][C:3]=2[CH:4]=1)(=[O:15])[CH3:14]. The catalyst class is: 17. (3) Reactant: [CH:1]([N:4]1[CH2:9][CH2:8][N:7]([C:10]([C:12]2[CH:17]=[CH:16][C:15]([CH2:18][N:19]3[CH2:24][CH2:23][CH2:22][CH2:21][CH2:20]3)=[CH:14][N:13]=2)=[O:11])[CH2:6][CH2:5]1)([CH3:3])[CH3:2].C(N1CCN(C(C2N=CC(C=O)=CC=2)=O)CC1)(C)C.N1CCCCC1.[BH-](OC(C)=O)(OC(C)=O)OC(C)=O.[Na+].[OH-].[Na+]. Product: [NH3:4].[CH:1]([N:4]1[CH2:5][CH2:6][N:7]([C:10]([C:12]2[CH:17]=[CH:16][C:15]([CH2:18][N:19]3[CH2:20][CH2:21][CH2:22][CH2:23][CH2:24]3)=[CH:14][N:13]=2)=[O:11])[CH2:8][CH2:9]1)([CH3:3])[CH3:2]. The catalyst class is: 2. (4) Reactant: C(OC[N:10]1[N:14]=[N:13][C:12]([C:15]2[CH:16]=[C:17]([CH:44]=[CH:45][CH:46]=2)[C:18]([NH:20][C@@H:21]2[CH2:25][CH2:24][CH2:23][C@@H:22]2[C:26]([N:28]2[CH2:33][CH2:32][C@@:31]([C:35]3[CH:40]=[CH:39][C:38]([Cl:41])=[CH:37][CH:36]=3)([OH:34])[C:30]([CH3:43])([CH3:42])[CH2:29]2)=[O:27])=[O:19])=[N:11]1)C1C=CC=CC=1.C(O)C1C=CC=CC=1. Product: [Cl:41][C:38]1[CH:37]=[CH:36][C:35]([C@@:31]2([OH:34])[CH2:32][CH2:33][N:28]([C:26]([C@H:22]3[CH2:23][CH2:24][CH2:25][C@H:21]3[NH:20][C:18](=[O:19])[C:17]3[CH:44]=[CH:45][CH:46]=[C:15]([C:12]4[N:11]=[N:10][NH:14][N:13]=4)[CH:16]=3)=[O:27])[CH2:29][C:30]2([CH3:42])[CH3:43])=[CH:40][CH:39]=1. The catalyst class is: 5. (5) Reactant: [N:1]1([C:7]([N:9]2[CH2:15][C:14]3[CH:16]=[CH:17][C:18]([C:20]([O:22]C)=O)=[CH:19][C:13]=3[O:12][CH2:11][C@@H:10]2[C:24]2[CH:29]=[CH:28][C:27]([CH3:30])=[CH:26][CH:25]=2)=[O:8])[CH2:6][CH2:5][O:4][CH2:3][CH2:2]1.[NH2:31][OH:32].[OH-].[Na+]. The catalyst class is: 36. Product: [OH:32][NH:31][C:20]([C:18]1[CH:17]=[CH:16][C:14]2[CH2:15][N:9]([C:7]([N:1]3[CH2:2][CH2:3][O:4][CH2:5][CH2:6]3)=[O:8])[C@@H:10]([C:24]3[CH:25]=[CH:26][C:27]([CH3:30])=[CH:28][CH:29]=3)[CH2:11][O:12][C:13]=2[CH:19]=1)=[O:22]. (6) Reactant: [CH3:1][NH2:2].[CH3:3][C:4]1([CH3:19])[C:8](=O)[CH2:7][CH:6]([C:10]2[CH:17]=[CH:16][C:13]([C:14]#[N:15])=[CH:12][C:11]=2[F:18])[CH2:5]1.O.[NH2:21]N.C(O)(=O)C. Product: [CH3:3][C:4]1([CH3:19])[C:8]2[NH:21][N:2]=[CH:1][C:7]=2[CH:6]([C:10]2[CH:17]=[CH:16][C:13]([C:14]#[N:15])=[CH:12][C:11]=2[F:18])[CH2:5]1. The catalyst class is: 32. (7) Reactant: [F:1][C:2]1[N:10]=[C:9]2[C:5]([N:6]=[CH:7][NH:8]2)=[C:4]([NH:11][CH2:12][C:13]2[CH:18]=[CH:17][N:16]=[CH:15][CH:14]=2)[N:3]=1.C([O-])([O-])=O.[K+].[K+].Br[CH:26]([CH3:28])[CH3:27].C(Cl)(Cl)Cl. Product: [F:1][C:2]1[N:10]=[C:9]2[C:5]([N:6]=[CH:7][N:8]2[CH:26]([CH3:28])[CH3:27])=[C:4]([NH:11][CH2:12][C:13]2[CH:18]=[CH:17][N:16]=[CH:15][CH:14]=2)[N:3]=1. The catalyst class is: 121.